This data is from Catalyst prediction with 721,799 reactions and 888 catalyst types from USPTO. The task is: Predict which catalyst facilitates the given reaction. (1) Reactant: C(O[C:6]([N:8]([CH2:10][C:11]1[CH:12]=[CH:13][CH:14]=[C:15]2[C:19]=1[NH:18][CH:17]=[C:16]2/[CH:20]=[C:21]1\[O:22][C:23]2[C:30]([CH2:31][N:32]3[CH2:37][CH2:36][N:35](C(OC(C)(C)C)=O)[CH2:34][CH2:33]3)=[C:29]([OH:45])[CH:28]=[CH:27][C:24]=2[C:25]\1=[O:26])C)=O)(C)(C)C.[ClH:46]. Product: [ClH:46].[ClH:46].[ClH:46].[OH:45][C:29]1[CH:28]=[CH:27][C:24]2[C:25](=[O:26])/[C:21](=[CH:20]/[C:16]3[C:15]4[C:19](=[C:11]([CH2:10][NH:8][CH3:6])[CH:12]=[CH:13][CH:14]=4)[NH:18][CH:17]=3)/[O:22][C:23]=2[C:30]=1[CH2:31][N:32]1[CH2:33][CH2:34][NH:35][CH2:36][CH2:37]1. The catalyst class is: 135. (2) Product: [F:12][C:9]1[CH:10]=[C:11]2[C:6](=[CH:7][CH:8]=1)[N:5]=[CH:4][CH:3]=[C:2]2[N:13]1[CH2:18][CH2:17][CH:16]([CH:19]([CH2:25][CH3:26])[C:20]([O:22][CH2:23][CH3:24])=[O:21])[CH2:15][CH2:14]1. Reactant: Cl[C:2]1[C:11]2[C:6](=[CH:7][CH:8]=[C:9]([F:12])[CH:10]=2)[N:5]=[CH:4][CH:3]=1.[NH:13]1[CH2:18][CH2:17][CH:16]([CH:19]([CH2:25][CH3:26])[C:20]([O:22][CH2:23][CH3:24])=[O:21])[CH2:15][CH2:14]1.CCN(C(C)C)C(C)C. The catalyst class is: 37. (3) Reactant: [C:1]1([C:7]2[S:8][C:9]([C:16]([OH:18])=O)=[C:10]([C:12]([F:15])([F:14])[F:13])[N:11]=2)[CH:6]=[CH:5][CH:4]=[CH:3][CH:2]=1.C1CN([P+](ON2N=NC3C=CC=CC2=3)(N2CCCC2)N2CCCC2)CC1.F[P-](F)(F)(F)(F)F.[F:52][C:53]([F:65])([F:64])[O:54][C:55]1[CH:56]=[C:57]([CH:61]([NH2:63])[CH3:62])[CH:58]=[CH:59][CH:60]=1.CCN(CC)CC. Product: [F:52][C:53]([F:64])([F:65])[O:54][C:55]1[CH:56]=[C:57]([CH:61]([NH:63][C:16]([C:9]2[S:8][C:7]([C:1]3[CH:2]=[CH:3][CH:4]=[CH:5][CH:6]=3)=[N:11][C:10]=2[C:12]([F:13])([F:14])[F:15])=[O:18])[CH3:62])[CH:58]=[CH:59][CH:60]=1. The catalyst class is: 239.